This data is from Forward reaction prediction with 1.9M reactions from USPTO patents (1976-2016). The task is: Predict the product of the given reaction. Given the reactants C(OC([N:8]([CH2:26][C:27]([O:29][C:30](C)([CH3:32])[CH3:31])=[O:28])[C:9]1[CH:14]=[CH:13][CH:12]=[C:11]([CH2:15][NH:16][S:17]([C:20]2[CH:25]=[CH:24][CH:23]=[CH:22][N:21]=2)(=[O:19])=[O:18])[N:10]=1)=O)(C)(C)C.C(OC(N(CC(OC(C)(C)C)=O)C1C=CC=C(CNS(C2SC=CC=2)(=O)=O)N=1)=O)(C)(C)C.Cl.C(O)(C)C, predict the reaction product. The product is: [N:21]1[CH:22]=[CH:23][CH:24]=[CH:25][C:20]=1[S:17]([NH:16][CH2:15][C:11]1[N:10]=[C:9]([NH:8][CH2:26][C:27]([O:29][CH:30]([CH3:32])[CH3:31])=[O:28])[CH:14]=[CH:13][CH:12]=1)(=[O:18])=[O:19].